From a dataset of Forward reaction prediction with 1.9M reactions from USPTO patents (1976-2016). Predict the product of the given reaction. (1) Given the reactants [Br:1][CH2:2][C:3]([C:5]1[CH:10]=[CH:9][C:8]([Br:11])=[CH:7][CH:6]=1)=O.[N+:12]([C:15]1[CH:16]=[CH:17][C:18]([NH2:21])=[N:19][CH:20]=1)([O-:14])=[O:13], predict the reaction product. The product is: [BrH:1].[Br:11][C:8]1[CH:9]=[CH:10][C:5]([C:3]2[N:21]=[C:18]3[CH:17]=[CH:16][C:15]([N+:12]([O-:14])=[O:13])=[CH:20][N:19]3[CH:2]=2)=[CH:6][CH:7]=1. (2) Given the reactants C([Li])CCC.Br[C:7]1[CH:12]=[CH:11][CH:10]=[C:9]([Br:13])[N:8]=1.C(N(CC1C=CC=CC=1)[C:17](=[O:22])[CH2:18][O:19][CH2:20][CH3:21])C.[BH4-].[Na+], predict the reaction product. The product is: [Br:13][C:9]1[N:8]=[C:7]([CH:17]([OH:22])[CH2:18][O:19][CH2:20][CH3:21])[CH:12]=[CH:11][CH:10]=1.